This data is from TCR-epitope binding with 47,182 pairs between 192 epitopes and 23,139 TCRs. The task is: Binary Classification. Given a T-cell receptor sequence (or CDR3 region) and an epitope sequence, predict whether binding occurs between them. (1) The epitope is HTTDPSFLGRY. The TCR CDR3 sequence is CASSFGGGYEQYF. Result: 1 (the TCR binds to the epitope). (2) The epitope is IQYIDIGNY. The TCR CDR3 sequence is CASSVVGGPGEQYF. Result: 0 (the TCR does not bind to the epitope). (3) The epitope is IPSINVHHY. The TCR CDR3 sequence is CASSPSGTEAFF. Result: 0 (the TCR does not bind to the epitope). (4) The epitope is FPPTSFGPL. The TCR CDR3 sequence is CASSLAWGRSEQYF. Result: 1 (the TCR binds to the epitope).